This data is from Forward reaction prediction with 1.9M reactions from USPTO patents (1976-2016). The task is: Predict the product of the given reaction. (1) Given the reactants Br[C:2]1[CH:7]=[CH:6][CH:5]=[CH:4][C:3]=1[CH:8]1[N:13]2[CH:14]=[N:15][CH:16]=[C:12]2[CH:11]([CH3:17])[CH2:10][CH2:9]1.[C:18]1(B(O)O)[CH:23]=[CH:22][CH:21]=[CH:20][CH:19]=1.C([O-])([O-])=O.[Na+].[Na+], predict the reaction product. The product is: [C:2]1([C:18]2[CH:23]=[CH:22][CH:21]=[CH:20][CH:19]=2)[CH:7]=[CH:6][CH:5]=[CH:4][C:3]=1[CH:8]1[N:13]2[CH:14]=[N:15][CH:16]=[C:12]2[CH:11]([CH3:17])[CH2:10][CH2:9]1. (2) Given the reactants CO[C:3]1([C:11]2[CH:16]=[CH:15][C:14]([S:17][CH3:18])=[CH:13][CH:12]=2)[C:5]2([CH2:10][CH2:9][CH2:8][CH2:7][CH2:6]2)[O:4]1.[NH:19]1[CH2:23][CH2:22][CH2:21][CH2:20]1, predict the reaction product. The product is: [CH3:18][S:17][C:14]1[CH:15]=[CH:16][C:11]([C:3]([C:5]2([N:19]3[CH2:23][CH2:22][CH2:21][CH2:20]3)[CH2:10][CH2:9][CH2:8][CH2:7][CH2:6]2)=[O:4])=[CH:12][CH:13]=1. (3) Given the reactants [Br-].[C:2]1([S+:8]2[C:12]3[CH:13]=[CH:14][CH:15]=[CH:16][C:11]=3[C:10]3[CH:17]=[CH:18][CH:19]=[CH:20][C:9]2=3)[CH:7]=[CH:6][CH:5]=[CH:4][CH:3]=1.[F:21][C:22]([F:34])([S:30]([O-:33])(=[O:32])=[O:31])[CH2:23][O:24][C:25](=[O:29])[C:26]([CH3:28])=[CH2:27].C([NH+](CC)CC)C.ClCCl, predict the reaction product. The product is: [F:34][C:22]([F:21])([S:30]([O-:33])(=[O:32])=[O:31])[CH2:23][O:24][C:25](=[O:29])[C:26]([CH3:28])=[CH2:27].[C:2]1([S+:8]2[C:9]3[CH:20]=[CH:19][CH:18]=[CH:17][C:10]=3[C:11]3[CH:16]=[CH:15][CH:14]=[CH:13][C:12]2=3)[CH:7]=[CH:6][CH:5]=[CH:4][CH:3]=1. (4) Given the reactants [Cl:1][C:2]1[N:3]=[CH:4][CH:5]=[C:6]2[CH:10]=[CH:9][NH:8][C:7]=12.[I:11]N1C(=O)CCC1=O, predict the reaction product. The product is: [Cl:1][C:2]1[N:3]=[CH:4][CH:5]=[C:6]2[C:10]([I:11])=[CH:9][NH:8][C:7]=12. (5) The product is: [NH2:30][C:25]1[C:26]([NH:29][C:33]([NH:32][C:35](=[O:36])[O:37][CH2:38][CH3:39])=[CH2:41])=[N:27][CH:28]=[C:23]([C:20]2[CH:21]=[CH:22][C:16]3[O:15][CH2:14][CH2:13][N:12]([C:5]4[C:4]5[CH2:3][C:2]([CH3:31])([CH3:1])[CH2:11][CH2:10][C:9]=5[N:8]=[CH:7][N:6]=4)[CH2:18][C:17]=3[CH:19]=2)[CH:24]=1. Given the reactants [CH3:1][C:2]1([CH3:31])[CH2:11][CH2:10][C:9]2[N:8]=[CH:7][N:6]=[C:5]([N:12]3[CH2:18][C:17]4[CH:19]=[C:20]([C:23]5[CH:24]=[C:25]([NH2:30])[C:26]([NH2:29])=[N:27][CH:28]=5)[CH:21]=[CH:22][C:16]=4[O:15][CH2:14][CH2:13]3)[C:4]=2[CH2:3]1.[N:32]([C:35]([O:37][CH2:38][CH3:39])=[O:36])=[C:33]=S.O1CCOC[CH2:41]1, predict the reaction product. (6) Given the reactants BrC1C=CC(C(N[C@@H](CCC)C(O)=O)C(F)(F)F)=CC=1.NCC#N.BrC1C=CC(C(N[C@H](C(NCC#N)=O)CCC)C(F)(F)F)=CC=1.[C:48]([CH2:50][N:51]([C@@H:59]([C:64]1[CH:69]=[CH:68][C:67]([C:70]2[CH:75]=[CH:74][C:73]([S:76]([CH3:79])(=[O:78])=[O:77])=[CH:72][CH:71]=2)=[CH:66][CH:65]=1)[C:60]([F:63])([F:62])[F:61])[C:52](=[O:58])[C@H:53]([CH2:55][CH2:56][CH3:57])[NH2:54])#[N:49].C(CNC(=O)[C@H](CCC)N[C@@H](C1C=CC(C2C=CC(S(C)(=O)=O)=CC=2)=CC=1)C(F)(F)F)#N.C(CNC(=O)[C@H](CCC)N[C@@H](C1(S(C)(=O)=O)C=CC(C2C=CC=CC=2)=CC1)C(F)(F)F)#N, predict the reaction product. The product is: [C:48]([CH2:50][N:51]([C@H:59]([C:64]1[CH:69]=[CH:68][C:67]([C:70]2[CH:75]=[CH:74][C:73]([S:76]([CH3:79])(=[O:77])=[O:78])=[CH:72][CH:71]=2)=[CH:66][CH:65]=1)[C:60]([F:63])([F:61])[F:62])[C:52](=[O:58])[C@H:53]([CH2:55][CH2:56][CH3:57])[NH2:54])#[N:49]. (7) Given the reactants [CH2:1]([C:3]1[CH:4]=[CH:5][C:6]([CH:9]2[CH2:13][O:12]S(=O)[O:10]2)=[N:7][CH:8]=1)[CH3:2].O[C:16]1[CH:23]=[CH:22][C:19]([CH:20]=[O:21])=[CH:18][CH:17]=1, predict the reaction product. The product is: [CH2:1]([C:3]1[CH:4]=[CH:5][C:6]([CH:9]([OH:10])[CH2:13][O:12][C:16]2[CH:23]=[CH:22][C:19]([CH:20]=[O:21])=[CH:18][CH:17]=2)=[N:7][CH:8]=1)[CH3:2]. (8) Given the reactants [O:1]1[CH2:6][CH2:5][CH2:4][CH2:3][CH:2]1[O:7][NH:8][C:9](=[O:32])/[CH:10]=[CH:11]/[C:12]1[CH:16]=[CH:15][N:14]([S:17]([C:20]2[CH:25]=[CH:24][C:23]([C:26]#[C:27][Si](C)(C)C)=[CH:22][CH:21]=2)(=[O:19])=[O:18])[CH:13]=1.[F-].[K+], predict the reaction product. The product is: [C:26]([C:23]1[CH:24]=[CH:25][C:20]([S:17]([N:14]2[CH:15]=[CH:16][C:12](/[CH:11]=[CH:10]/[C:9]([NH:8][O:7][CH:2]3[CH2:3][CH2:4][CH2:5][CH2:6][O:1]3)=[O:32])=[CH:13]2)(=[O:19])=[O:18])=[CH:21][CH:22]=1)#[CH:27]. (9) Given the reactants C([O:8][C:9]1[CH:14]=[CH:13][C:12]([C:15]2[N:19]([CH:20]3[CH2:25][CH2:24][CH2:23][CH2:22][CH2:21]3)[N:18]=[C:17](/[CH:26]=[CH:27]/[C:28]([O:30][CH3:31])=[O:29])[CH:16]=2)=[CH:11][CH:10]=1)C1C=CC=CC=1.B(Cl)(Cl)Cl, predict the reaction product. The product is: [CH:20]1([N:19]2[C:15]([C:12]3[CH:11]=[CH:10][C:9]([OH:8])=[CH:14][CH:13]=3)=[CH:16][C:17](/[CH:26]=[CH:27]/[C:28]([O:30][CH3:31])=[O:29])=[N:18]2)[CH2:21][CH2:22][CH2:23][CH2:24][CH2:25]1. (10) The product is: [CH2:15]([CH:12]([CH2:13][CH3:14])[C:11]([N:7]1[CH2:8][CH2:9][CH2:10][C@H:6]1[C:4]([OH:5])=[O:3])=[O:17])[CH3:16]. Given the reactants C([O:3][C:4]([C@@H:6]1[CH2:10][CH2:9][CH2:8][N:7]1[C:11](=[O:17])[CH:12]([CH2:15][CH3:16])[CH2:13][CH3:14])=[O:5])C.[OH-].[Na+].Cl, predict the reaction product.